From a dataset of Catalyst prediction with 721,799 reactions and 888 catalyst types from USPTO. Predict which catalyst facilitates the given reaction. (1) Reactant: [CH3:1][O:2][N:3]=[C:4]1[C@@H:9]([CH:10]=[O:11])[CH2:8][C@H:7]2[CH2:12][C@@H:5]1[C:6]2([CH3:14])[CH3:13].[BH4-].[Na+].C([O-])(O)=O.[Na+]. Product: [CH3:1][O:2][N:3]=[C:4]1[C@@H:9]([CH2:10][OH:11])[CH2:8][C@H:7]2[CH2:12][C@@H:5]1[C:6]2([CH3:14])[CH3:13]. The catalyst class is: 5. (2) Reactant: [CH3:1][O:2][C:3]1[C:8]2[C:9](=[O:14])[O:10][C:11](=[O:13])[NH:12][C:7]=2[CH:6]=[CH:5][CH:4]=1.C1C(=O)N([Br:22])C(=O)C1. Product: [Br:22][C:4]1[CH:5]=[CH:6][C:7]2[NH:12][C:11](=[O:13])[O:10][C:9](=[O:14])[C:8]=2[C:3]=1[O:2][CH3:1]. The catalyst class is: 174. (3) Reactant: [C:1]([O:5][C:6]([C:8]1[CH:9]=[C:10](/[CH:14]=[CH:15]/[C:16]([OH:18])=O)[CH:11]=[CH:12][CH:13]=1)=[O:7])([CH3:4])([CH3:3])[CH3:2].C(N(CC)CC)C.C(Cl)(=O)C(C)(C)C.[CH2:33]([C@@H:40]1[CH2:44][O:43][C:42](=[O:45])[NH:41]1)[C:34]1[CH:39]=[CH:38][CH:37]=[CH:36][CH:35]=1.[Li]CCCC. Product: [CH2:33]([C@@H:40]1[CH2:44][O:43][C:42](=[O:45])[N:41]1[C:16](=[O:18])/[CH:15]=[CH:14]/[C:10]1[CH:9]=[C:8]([CH:13]=[CH:12][CH:11]=1)[C:6]([O:5][C:1]([CH3:2])([CH3:3])[CH3:4])=[O:7])[C:34]1[CH:35]=[CH:36][CH:37]=[CH:38][CH:39]=1. The catalyst class is: 1.